Dataset: Forward reaction prediction with 1.9M reactions from USPTO patents (1976-2016). Task: Predict the product of the given reaction. (1) Given the reactants [Cl:1][C:2]1[C:3]2[CH:10]=[CH:9][N:8]([C@@H:11]3[CH2:16][CH2:15][CH2:14][N:13]([C:17]([O:19][C:20]([CH3:23])([CH3:22])[CH3:21])=[O:18])[CH2:12]3)[C:4]=2[N:5]=[CH:6][N:7]=1.C1C(=O)N([I:31])C(=O)C1.O, predict the reaction product. The product is: [Cl:1][C:2]1[C:3]2[C:10]([I:31])=[CH:9][N:8]([C@@H:11]3[CH2:16][CH2:15][CH2:14][N:13]([C:17]([O:19][C:20]([CH3:23])([CH3:22])[CH3:21])=[O:18])[CH2:12]3)[C:4]=2[N:5]=[CH:6][N:7]=1. (2) Given the reactants Cl[CH2:2][C:3]([NH:5][C:6]1[S:7][C:8]2[C:13]([N:14]=1)=[CH:12][CH:11]=[C:10]([O:15][C:16]1[CH:17]=[C:18]([NH:23][C:24](=[O:36])[C:25]3[CH:30]=[CH:29][CH:28]=[C:27]([C:31]([C:34]#[N:35])([CH3:33])[CH3:32])[CH:26]=3)[CH:19]=[CH:20][C:21]=1[CH3:22])[N:9]=2)=[O:4].[NH:37]1[CH2:42][CH2:41][O:40][CH2:39][CH2:38]1.C(N(CC)CC)C, predict the reaction product. The product is: [C:34]([C:31]([C:27]1[CH:26]=[C:25]([CH:30]=[CH:29][CH:28]=1)[C:24]([NH:23][C:18]1[CH:19]=[CH:20][C:21]([CH3:22])=[C:16]([O:15][C:10]2[N:9]=[C:8]3[S:7][C:6]([NH:5][C:3](=[O:4])[CH2:2][N:37]4[CH2:42][CH2:41][O:40][CH2:39][CH2:38]4)=[N:14][C:13]3=[CH:12][CH:11]=2)[CH:17]=1)=[O:36])([CH3:32])[CH3:33])#[N:35]. (3) Given the reactants Cl.[O:2]=[C:3]1[NH:8][C:7](=[O:9])[C:6]([C:10]2[C:11]([C:16]#[N:17])=[N:12][CH:13]=[CH:14][CH:15]=2)=[CH:5][NH:4]1.C([O-])([O-])=O.[K+].[K+].Br[CH2:25][CH2:26][CH:27]([O:30][CH3:31])[O:28][CH3:29].O, predict the reaction product. The product is: [CH3:29][O:28][CH:27]([O:30][CH3:31])[CH2:26][CH2:25][N:4]1[CH:5]=[C:6]([C:10]2[C:11]([C:16]#[N:17])=[N:12][CH:13]=[CH:14][CH:15]=2)[C:7](=[O:9])[NH:8][C:3]1=[O:2]. (4) Given the reactants [F:1][C:2]([F:54])([F:53])[C:3]1[CH:8]=[CH:7][C:6]([C:9]2[CH2:14][CH2:13][CH2:12][CH2:11][C:10]=2[C:15]([NH:17][C:18]2[CH:19]=[C:20]3[C:25](=[CH:26][CH:27]=2)[CH2:24][N:23]([CH2:28][C:29]2[N:33]=[CH:32][N:31](C(C4C=CC=CC=4)(C4C=CC=CC=4)C4C=CC=CC=4)[N:30]=2)[CH2:22][CH2:21]3)=[O:16])=[CH:5][CH:4]=1.Cl.O.C(=O)(O)[O-].[Na+], predict the reaction product. The product is: [NH:31]1[CH:32]=[N:33][C:29]([CH2:28][N:23]2[CH2:22][CH2:21][C:20]3[C:25](=[CH:26][CH:27]=[C:18]([NH:17][C:15]([C:10]4[CH2:11][CH2:12][CH2:13][CH2:14][C:9]=4[C:6]4[CH:7]=[CH:8][C:3]([C:2]([F:54])([F:1])[F:53])=[CH:4][CH:5]=4)=[O:16])[CH:19]=3)[CH2:24]2)=[N:30]1. (5) The product is: [C:48]([OH:55])(=[O:54])/[CH:49]=[CH:50]/[C:51]([OH:53])=[O:52].[CH3:26][C:24]([CH3:25])([CH3:27])[CH2:23][NH:22][C:21](=[O:28])[C@H:18]([CH2:19][CH3:20])[CH2:17][C@H:16]([OH:29])[C@@H:15]([NH2:14])[CH2:30][N:31]1[CH2:36][C:35](=[O:37])[N:34]([C:38]2[CH:43]=[CH:42][CH:41]=[CH:40][C:39]=2[Cl:44])[CH2:33][C:32]1([CH3:45])[CH3:46].[NH2:82][C@@H:64]([CH2:65][N:66]1[CH2:71][C:70](=[O:72])[N:69]([C:73]2[CH:78]=[CH:77][CH:76]=[CH:75][C:74]=2[Cl:79])[CH2:68][C:67]1([CH3:80])[CH3:81])[C@@H:63]([OH:83])[CH2:62][C@@H:61]([CH2:84][CH3:85])[C:60]([NH:59][CH2:58][C:57]([CH3:56])([CH3:88])[CH3:87])=[O:86]. Given the reactants FC(F)(F)C(O)=O.C(OC(=O)[NH:14][C@@H:15]([CH2:30][N:31]1[CH2:36][C:35](=[O:37])[N:34]([C:38]2[CH:43]=[CH:42][CH:41]=[CH:40][C:39]=2[Cl:44])[CH2:33][C:32]1([CH3:46])[CH3:45])[C@@H:16]([OH:29])[CH2:17][C@H:18]([C:21](=[O:28])[NH:22][CH2:23][C:24]([CH3:27])([CH3:26])[CH3:25])[CH2:19][CH3:20])(C)(C)C.[C:48]([OH:55])(=[O:54])/[CH:49]=[CH:50]/[C:51]([OH:53])=[O:52].[CH3:56][C:57]([CH3:88])([CH3:87])[CH2:58][NH:59][C:60](=[O:86])[C@H:61]([CH2:84][CH3:85])[CH2:62][C@H:63]([OH:83])[C@@H:64]([NH2:82])[CH2:65][N:66]1[CH2:71][C:70](=[O:72])[N:69]([C:73]2[CH:78]=[CH:77][CH:76]=[CH:75][C:74]=2[Cl:79])[CH2:68][C:67]1([CH3:81])[CH3:80], predict the reaction product. (6) Given the reactants N[C:2]1[C:11](F)=[C:10](F)[C:9](OC)=[C:8]2[C:3]=1[C:4](=[O:22])[C:5]([C:19]([OH:21])=[O:20])=[CH:6][N:7]2C1CC1.N1CCCCC1, predict the reaction product. The product is: [O:22]=[C:4]1[C:3]2[C:8](=[CH:9][CH:10]=[CH:11][CH:2]=2)[NH:7][CH:6]=[C:5]1[C:19]([OH:21])=[O:20]. (7) Given the reactants [F:1][C:2]([F:14])([F:13])[C:3]1[CH:4]=[CH:5][C:6]2[O:11][CH2:10][CH2:9][NH:8][C:7]=2[CH:12]=1.[Cl:15][C:16]1[CH:17]=[C:18]([CH:22]=[C:23]([Cl:26])[C:24]=1[OH:25])[C:19](Cl)=[O:20], predict the reaction product. The product is: [Cl:15][C:16]1[CH:17]=[C:18]([C:19]([N:8]2[C:7]3[CH:12]=[C:3]([C:2]([F:1])([F:13])[F:14])[CH:4]=[CH:5][C:6]=3[O:11][CH2:10][CH2:9]2)=[O:20])[CH:22]=[C:23]([Cl:26])[C:24]=1[OH:25].